This data is from Forward reaction prediction with 1.9M reactions from USPTO patents (1976-2016). The task is: Predict the product of the given reaction. (1) Given the reactants [OH:1][CH:2]1[CH2:6][CH2:5][CH2:4][C:3]1([CH2:12][CH2:13][CH3:14])[C:7]([O:9][CH2:10][CH3:11])=[O:8].C(Cl)Cl.[CH3:18][C:19]1[CH:20]=[C:21]([CH:25]=[CH:26][CH:27]=1)[C:22](Cl)=[O:23], predict the reaction product. The product is: [CH2:12]([C:3]1([C:7]([O:9][CH2:10][CH3:11])=[O:8])[CH2:4][CH2:5][CH2:6][CH:2]1[O:1][C:22](=[O:23])[C:21]1[CH:25]=[CH:26][CH:27]=[C:19]([CH3:18])[CH:20]=1)[CH2:13][CH3:14]. (2) Given the reactants [CH3:1][O:2][C:3]1[CH:4]=[N:5][CH:6]=[C:7]([CH:9]=O)[CH:8]=1.C([O:13][C:14](=O)[CH2:15][C:16]#[N:17])C.Cl.[NH2:20][C:21]([NH2:23])=[NH:22].C(=O)([O-])[O-].[K+].[K+], predict the reaction product. The product is: [NH2:23][C:21]1[N:22]=[C:14]([OH:13])[C:15]([C:16]#[N:17])=[C:9]([C:7]2[CH:6]=[N:5][CH:4]=[C:3]([O:2][CH3:1])[CH:8]=2)[N:20]=1. (3) Given the reactants [CH3:1][O:2][C:3]1[C:8]2[O:9][C:10]3[CH:15]=[CH:14][CH:13]=[CH:12][C:11]=3[C:7]=2[C:6]([C:16](=[S:18])[NH2:17])=[CH:5][CH:4]=1.C(=O)(O)[O-].[Na+].Br[CH2:25][C:26]([C:28]1[N:33]=[C:32]([C:34]([O:36][CH2:37][CH3:38])=[O:35])[CH:31]=[CH:30][CH:29]=1)=O.O, predict the reaction product. The product is: [CH3:1][O:2][C:3]1[C:8]2[O:9][C:10]3[CH:15]=[CH:14][CH:13]=[CH:12][C:11]=3[C:7]=2[C:6]([C:16]2[S:18][CH:25]=[C:26]([C:28]3[N:33]=[C:32]([C:34]([O:36][CH2:37][CH3:38])=[O:35])[CH:31]=[CH:30][CH:29]=3)[N:17]=2)=[CH:5][CH:4]=1. (4) Given the reactants Br[CH2:2][CH2:3][O:4][C:5]1[CH:10]=[CH:9][C:8]([C:11]2[N:15]=[C:14]([C:16]3[CH:17]=[CH:18][C:19]([O:24][CH:25]([CH3:27])[CH3:26])=[C:20]([CH:23]=3)[C:21]#[N:22])[O:13][N:12]=2)=[C:7]([CH2:28][CH3:29])[CH:6]=1.[CH3:30][NH2:31], predict the reaction product. The product is: [CH2:28]([C:7]1[CH:6]=[C:5]([O:4][CH2:3][CH2:2][NH:31][CH3:30])[CH:10]=[CH:9][C:8]=1[C:11]1[N:15]=[C:14]([C:16]2[CH:17]=[CH:18][C:19]([O:24][CH:25]([CH3:27])[CH3:26])=[C:20]([CH:23]=2)[C:21]#[N:22])[O:13][N:12]=1)[CH3:29]. (5) Given the reactants [C:1]([NH:9][NH:10][C@H:11]([C@@H:17]([CH3:20])[CH:18]=[CH2:19])[C:12]([O:14][CH2:15][CH3:16])=[O:13])(=[O:8])[C:2]1[CH:7]=[CH:6][CH:5]=[CH:4][CH:3]=1, predict the reaction product. The product is: [C:1]([NH:9][NH:10][C@H:11]([C@@H:17]([CH3:20])[CH2:18][CH3:19])[C:12]([O:14][CH2:15][CH3:16])=[O:13])(=[O:8])[C:2]1[CH:3]=[CH:4][CH:5]=[CH:6][CH:7]=1. (6) The product is: [CH3:1][Si:2]([CH3:10])([CH3:11])[C:3]1[CH:4]=[C:5]([CH:6]=[CH:7][CH:8]=1)[CH2:9][Br:19]. Given the reactants [CH3:1][Si:2]([CH3:11])([CH3:10])[C:3]1[CH:4]=[C:5]([CH3:9])[CH:6]=[CH:7][CH:8]=1.C1C(=O)N([Br:19])C(=O)C1, predict the reaction product.